This data is from Experimental lipophilicity measurements (octanol/water distribution) for 4,200 compounds from AstraZeneca. The task is: Regression/Classification. Given a drug SMILES string, predict its absorption, distribution, metabolism, or excretion properties. Task type varies by dataset: regression for continuous measurements (e.g., permeability, clearance, half-life) or binary classification for categorical outcomes (e.g., BBB penetration, CYP inhibition). For this dataset (lipophilicity_astrazeneca), we predict Y. (1) The molecule is CCn1c(=O)c2nc(-c3ccccc3)[nH]c2n(CC)c1=O. The Y is 3.30 logD. (2) The molecule is Cc1ccc2[nH]ccc2c1-c1nc(N2CCOCC2)cc(C2(S(C)(=O)=O)CC2)n1. The Y is 1.70 logD. (3) The Y is 2.98 logD. The molecule is COC1(c2ccc(NC(=O)c3cc(=O)c4cc(F)cc(-c5c(C)nn(C)c5C)c4o3)cn2)CCOCC1.